This data is from Reaction yield outcomes from USPTO patents with 853,638 reactions. The task is: Predict the reaction yield, written as a fraction of the theoretical maximum amount of product (1.0 means a 100% yield; for example, 0.34 means a 34% yield). The reactants are [C:1]([S@@:5]([NH2:7])=[O:6])([CH3:4])([CH3:3])[CH3:2].[Br:8][C:9]1[N:14]=[C:13]([C:15](=O)[CH2:16][CH2:17][O:18][CH3:19])[C:12]([F:21])=[C:11]([Si:22]([CH2:27][CH3:28])([CH2:25][CH3:26])[CH2:23][CH3:24])[CH:10]=1. The catalyst is C1COCC1.C(OCC)(=O)C.[Cl-].[Na+].O. The product is [Br:8][C:9]1[N:14]=[C:13](/[C:15](=[N:7]/[S@:5]([C:1]([CH3:4])([CH3:3])[CH3:2])=[O:6])/[CH2:16][CH2:17][O:18][CH3:19])[C:12]([F:21])=[C:11]([Si:22]([CH2:27][CH3:28])([CH2:23][CH3:24])[CH2:25][CH3:26])[CH:10]=1. The yield is 0.635.